Dataset: Peptide-MHC class I binding affinity with 185,985 pairs from IEDB/IMGT. Task: Regression. Given a peptide amino acid sequence and an MHC pseudo amino acid sequence, predict their binding affinity value. This is MHC class I binding data. The peptide sequence is IYHPQQFVYA. The MHC is HLA-A02:06 with pseudo-sequence HLA-A02:06. The binding affinity (normalized) is 0.147.